This data is from CYP1A2 inhibition data for predicting drug metabolism from PubChem BioAssay. The task is: Regression/Classification. Given a drug SMILES string, predict its absorption, distribution, metabolism, or excretion properties. Task type varies by dataset: regression for continuous measurements (e.g., permeability, clearance, half-life) or binary classification for categorical outcomes (e.g., BBB penetration, CYP inhibition). Dataset: cyp1a2_veith. (1) The result is 1 (inhibitor). The molecule is COc1cccc(-c2nc(N(C)C)c3ccccc3n2)c1. (2) The drug is CCCCC1(C)Nc2ccccc2-c2nc3ccccc3n21. The result is 1 (inhibitor). (3) The drug is N[C@@H](Cc1ncccn1)C(=O)O. The result is 0 (non-inhibitor). (4) The molecule is O=C(c1ccco1)N1CCC2(CCCN(c3cccc(-c4ccccc4)c3)C2)CC1. The result is 1 (inhibitor). (5) The molecule is COc1ccc(C(=O)N2CCC3(CCN(Cc4ccccc4OC)CC3)CC2)cc1. The result is 0 (non-inhibitor). (6) The result is 1 (inhibitor). The molecule is CC1=C(C(=O)OCc2ccccc2)C(c2ccccc2)NC(=O)N1CCCCCC(=O)O. (7) The drug is O=C(Nc1cccc(-c2cnc3ccccc3n2)c1)c1ccc(Cl)cc1. The result is 1 (inhibitor). (8) The compound is Cc1ccc(C(=O)NCc2ccc(N3CCN(C(=O)OC(C)(C)C)CC3)cc2)cc1. The result is 0 (non-inhibitor). (9) The compound is Cc1cccc(NC(=O)c2ccc([N+](=O)[O-])o2)n1. The result is 1 (inhibitor).